Dataset: Catalyst prediction with 721,799 reactions and 888 catalyst types from USPTO. Task: Predict which catalyst facilitates the given reaction. (1) Reactant: [I:1][C:2]1[C:10]2[C:5](=[CH:6][CH:7]=[CH:8][CH:9]=2)[NH:4][N:3]=1.[CH3:11]C(C)([O-])C.[K+].CI. Product: [I:1][C:2]1[C:10]2[C:5](=[CH:6][CH:7]=[CH:8][CH:9]=2)[N:4]([CH3:11])[N:3]=1. The catalyst class is: 1. (2) Reactant: [F:1][C:2]([F:21])([F:20])[O:3][C:4]1[CH:9]=[CH:8][CH:7]=[CH:6][C:5]=1[C:10]1[CH:15]=[CH:14][N:13]=[CH:12][C:11]=1[NH:16][CH2:17][C:18]#[N:19].FC1C=CC=C(OC)C=1C1C=CN=CC=1N(CC(F)(F)F)[C:38](=[O:53])[C:39]1[CH:44]=[C:43]([C:45]([F:48])([F:47])[F:46])[CH:42]=[C:41]([S:49]([CH3:52])(=[O:51])=[O:50])[CH:40]=1.CCN(C(C)C)C(C)C.[NH4+].[Cl-]. Product: [C:18]([CH2:17][N:16]([C:11]1[CH:12]=[N:13][CH:14]=[CH:15][C:10]=1[C:5]1[CH:6]=[CH:7][CH:8]=[CH:9][C:4]=1[O:3][C:2]([F:1])([F:20])[F:21])[C:38](=[O:53])[C:39]1[CH:44]=[C:43]([C:45]([F:48])([F:46])[F:47])[CH:42]=[C:41]([S:49]([CH3:52])(=[O:51])=[O:50])[CH:40]=1)#[N:19]. The catalyst class is: 2.